This data is from Catalyst prediction with 721,799 reactions and 888 catalyst types from USPTO. The task is: Predict which catalyst facilitates the given reaction. (1) Reactant: [CH3:1][C:2]1[CH:3]=[N:4][CH:5]=[CH:6][C:7]=1[C:8]1[NH:25][C:11]2=[N:12][CH:13]=[C:14](B3OC(C)(C)C(C)(C)O3)[CH:15]=[C:10]2[CH:9]=1.[CH2:26]([N:28]1[C:32](OS(C(F)(F)F)(=O)=O)=[CH:31][C:30]([C:41]2[CH:46]=[N:45][CH:44]=[CH:43][N:42]=2)=[N:29]1)[CH3:27].C(=O)([O-])[O-].[K+].[K+]. Product: [CH2:26]([N:28]1[C:32]([C:14]2[CH:15]=[C:10]3[CH:9]=[C:8]([C:7]4[CH:6]=[CH:5][N:4]=[CH:3][C:2]=4[CH3:1])[NH:25][C:11]3=[N:12][CH:13]=2)=[CH:31][C:30]([C:41]2[CH:46]=[N:45][CH:44]=[CH:43][N:42]=2)=[N:29]1)[CH3:27]. The catalyst class is: 117. (2) Reactant: [NH:1]1[CH2:4][CH:3]([O:5][C:6]2[CH:7]=[C:8]([C:12]3[C:21]4[CH2:20][CH2:19][CH2:18][CH2:17][C:16]=4[N:15]=[C:14]([O:22][CH2:23][C:24]4[CH:29]=[CH:28][CH:27]=[CH:26][N:25]=4)[CH:13]=3)[CH:9]=[N:10][CH:11]=2)[CH2:2]1.C1C[O:33][CH2:32][CH2:31]1.CCN(CC)CC.C(Cl)(=O)C. Product: [N:25]1[CH:26]=[CH:27][CH:28]=[CH:29][C:24]=1[CH2:23][O:22][C:14]1[CH:13]=[C:12]([C:8]2[CH:7]=[C:6]([O:5][CH:3]3[CH2:4][N:1]([C:32](=[O:33])[CH3:31])[CH2:2]3)[CH:11]=[N:10][CH:9]=2)[C:21]2[CH2:20][CH2:19][CH2:18][CH2:17][C:16]=2[N:15]=1. The catalyst class is: 84. (3) Reactant: [C:1]([Si:5]([O:8][CH:9]([CH2:14][CH2:15][C:16]1[CH:21]=[CH:20][C:19]([C:22]([CH2:41][CH3:42])([C:25]2[CH:30]=[CH:29][C:28](B3OC(C)(C)C(C)(C)O3)=[C:27]([CH3:40])[CH:26]=2)[CH2:23][CH3:24])=[CH:18][C:17]=1[CH3:43])[C:10]([CH3:13])([CH3:12])[CH3:11])([CH3:7])[CH3:6])([CH3:4])([CH3:3])[CH3:2].[CH3:44][O:45][C:46](=[O:56])[CH:47]([C:49]1[CH:54]=[CH:53][C:52](Br)=[CH:51][CH:50]=1)[OH:48].P([O-])([O-])([O-])=O.[K+].[K+].[K+]. Product: [CH3:44][O:45][C:46](=[O:56])[CH:47]([C:49]1[CH:54]=[CH:53][C:52]([C:28]2[CH:29]=[CH:30][C:25]([C:22]([C:19]3[CH:20]=[CH:21][C:16]([CH2:15][CH2:14][CH:9]([O:8][Si:5]([C:1]([CH3:4])([CH3:3])[CH3:2])([CH3:6])[CH3:7])[C:10]([CH3:13])([CH3:12])[CH3:11])=[C:17]([CH3:43])[CH:18]=3)([CH2:23][CH3:24])[CH2:41][CH3:42])=[CH:26][C:27]=2[CH3:40])=[CH:51][CH:50]=1)[OH:48]. The catalyst class is: 103.